Dataset: Catalyst prediction with 721,799 reactions and 888 catalyst types from USPTO. Task: Predict which catalyst facilitates the given reaction. (1) Product: [ClH:21].[CH3:20][C:17]1[CH:16]=[CH:15][C:14]([CH2:13][N:4]([C:1]([NH2:2])=[O:3])[NH2:5])=[CH:19][CH:18]=1. The catalyst class is: 12. Reactant: [C:1]([N:4]([CH2:13][C:14]1[CH:19]=[CH:18][C:17]([CH3:20])=[CH:16][CH:15]=1)[NH:5]C(OC(C)(C)C)=O)(=[O:3])[NH2:2].[ClH:21]. (2) Reactant: [Br:1][C:2]1[N:7]=[C:6]2[NH:8][N:9]=[C:10]([C:11]3[CH:16]=[CH:15][CH:14]=[CH:13][CH:12]=3)[C:5]2=[C:4]([C:17]([F:20])([F:19])[F:18])[CH:3]=1.Cl[CH2:22][O:23][CH2:24][CH2:25][Si:26]([CH3:29])([CH3:28])[CH3:27].C(N(CC)CC)C.O. Product: [Br:1][C:2]1[N:7]=[C:6]2[N:8]([CH2:22][O:23][CH2:24][CH2:25][Si:26]([CH3:29])([CH3:28])[CH3:27])[N:9]=[C:10]([C:11]3[CH:16]=[CH:15][CH:14]=[CH:13][CH:12]=3)[C:5]2=[C:4]([C:17]([F:19])([F:20])[F:18])[CH:3]=1. The catalyst class is: 3. (3) Reactant: [C:1]([O:5][C:6]([NH:8][C@@H:9]([CH2:13][N:14]([CH2:27][CH2:28][CH2:29][CH:30]=[CH2:31])[S:15]([C:18]1[CH:23]=[CH:22][CH:21]=[CH:20][C:19]=1[N+:24]([O-:26])=[O:25])(=[O:17])=[O:16])[C:10]([OH:12])=[O:11])=[O:7])([CH3:4])([CH3:3])[CH3:2].C(OC([C@@H](CN(CCCC=C)S(C1C=CC=CC=1[N+]([O-])=O)(=O)=O)C(OC)=O)=O)(C)(C)C.C1COCC1.[OH-].[Li+]. Product: [C:1]([O:5][C:6]([NH:8][CH:9]([CH2:13][N:14]([CH2:27][CH2:28][CH2:29][CH:30]=[CH2:31])[S:15]([C:18]1[CH:23]=[CH:22][CH:21]=[CH:20][C:19]=1[N+:24]([O-:26])=[O:25])(=[O:17])=[O:16])[C:10]([OH:12])=[O:11])=[O:7])([CH3:4])([CH3:3])[CH3:2]. The catalyst class is: 72. (4) Reactant: [CH3:1][O:2][C:3]1[CH:8]=[CH:7][C:6]([N:9]2[CH2:14][CH2:13][NH:12][CH2:11][CH2:10]2)=[CH:5][CH:4]=1.C(=O)([O-])[O-].[K+].[K+].Br[CH2:22][CH2:23][Cl:24]. Product: [Cl:24][CH2:23][CH2:22][N:12]1[CH2:13][CH2:14][N:9]([C:6]2[CH:5]=[CH:4][C:3]([O:2][CH3:1])=[CH:8][CH:7]=2)[CH2:10][CH2:11]1. The catalyst class is: 9. (5) Reactant: [CH:1]1([N:6]2[C:11](=[O:12])[C:10]([C:13]([NH:15][CH2:16][C:17]([O:19]CC)=[O:18])=[O:14])=[C:9]([OH:22])[C:8]([C:23](OC)=[O:24])=[C:7]2[OH:27])[CH2:5][CH2:4][CH2:3][CH2:2]1.[CH2:28]([NH2:32])[CH2:29][CH2:30][CH3:31].Cl. Product: [CH2:28]([NH:32][C:23]([C:8]1[C:9]([OH:22])=[C:10]([C:13]([NH:15][CH2:16][C:17]([OH:19])=[O:18])=[O:14])[C:11](=[O:12])[N:6]([CH:1]2[CH2:5][CH2:4][CH2:3][CH2:2]2)[C:7]=1[OH:27])=[O:24])[CH2:29][CH2:30][CH3:31]. The catalyst class is: 22. (6) Reactant: [CH3:1][NH:2][C:3]1[C:8]([NH:9][C:10]([C:12]2[C:17]([S:18][CH2:19][CH3:20])=[N:16][CH:15]=[CH:14][N:13]=2)=O)=[CH:7][C:6]([C:21]([F:24])([F:23])[F:22])=[CH:5][N:4]=1.C(=O)(O)[O-].[Na+]. Product: [CH2:19]([S:18][C:17]1[C:12]([C:10]2[N:2]([CH3:1])[C:3]3=[N:4][CH:5]=[C:6]([C:21]([F:24])([F:23])[F:22])[CH:7]=[C:8]3[N:9]=2)=[N:13][CH:14]=[CH:15][N:16]=1)[CH3:20]. The catalyst class is: 37. (7) Reactant: [C:1]([O:4][CH2:5][CH:6]([O:37][C:38](=[O:40])[CH3:39])[CH2:7][NH:8][C:9](=[O:36])[C:10]1[C:15]([I:16])=[C:14]([N:17]=[C:18]=[O:19])[C:13]([I:20])=[C:12]([C:21](=[O:34])[NH:22][CH2:23][CH:24]([O:30][C:31](=[O:33])[CH3:32])[CH2:25][O:26][C:27](=[O:29])[CH3:28])[C:11]=1[I:35])(=[O:3])[CH3:2].[OH:41][CH2:42][C:43]([CH2:47][OH:48])([CH2:45][OH:46])[CH3:44]. Product: [C:31]([O:30][CH:24]([CH2:23][NH:22][C:21](=[O:34])[C:12]1[C:11]([I:35])=[C:10]([C:9](=[O:36])[NH:8][CH2:7][CH:6]([O:37][C:38](=[O:40])[CH3:39])[CH2:5][O:4][C:1](=[O:3])[CH3:2])[C:15]([I:16])=[C:14]([NH:17][C:18]([O:41][CH2:42][C:43]([CH2:47][O:48][C:18](=[O:19])[NH:17][C:14]2[C:13]([I:20])=[C:12]([C:21](=[O:34])[NH:22][CH2:23][CH:24]([O:30][C:31](=[O:33])[CH3:32])[CH2:25][O:26][C:27](=[O:29])[CH3:28])[C:11]([I:35])=[C:10]([C:9](=[O:36])[NH:8][CH2:7][CH:6]([O:37][C:38](=[O:40])[CH3:39])[CH2:5][O:4][C:1](=[O:3])[CH3:2])[C:15]=2[I:16])([CH3:44])[CH2:45][OH:46])=[O:19])[C:13]=1[I:20])[CH2:25][O:26][C:27](=[O:29])[CH3:28])(=[O:33])[CH3:32]. The catalyst class is: 4.